This data is from Reaction yield outcomes from USPTO patents with 853,638 reactions. The task is: Predict the reaction yield, written as a fraction of the theoretical maximum amount of product (1.0 means a 100% yield; for example, 0.34 means a 34% yield). (1) The reactants are [CH2:1]([OH:12])[C@H:2]1[O:8][C:6](=[O:7])[C@H:5]([OH:9])[C@@H:4]([OH:10])[C@@H:3]1[OH:11].C([N:15](CC)CC)C.[OH:20][C:21]1[CH:22]=[C:23]([CH:27]=[CH:28][C:29]=1[OH:30])[CH2:24][CH2:25][NH2:26]. The catalyst is CO. The product is [O:7]=[C:6]([NH2:15])[C@@H:5]([C@H:4]([C@@H:3]([C@@H:2]([CH2:1][OH:12])[OH:8])[OH:11])[OH:10])[OH:9].[NH2:26][CH2:25][CH2:24][C:23]1[CH:27]=[CH:28][C:29]([OH:30])=[C:21]([OH:20])[CH:22]=1. The yield is 0.486. (2) The reactants are Cl[C:2]1[C:11]2[C:6](=[CH:7][CH:8]=[CH:9][CH:10]=2)[C:5]([N:12]2[CH2:17][CH2:16][CH:15]([NH:18][C:19](=[O:25])[O:20][C:21]([CH3:24])([CH3:23])[CH3:22])[CH2:14][CH2:13]2)=[N:4][N:3]=1.C1(P(C2C=CC=CC=2)C2C=CC=CC=2)C=CC=CC=1.[CH3:45][N:46]1[C:50](B(O)O)=[CH:49][CH:48]=[N:47]1.C(=O)([O-])[O-].[Na+].[Na+]. The catalyst is C1(C)C=CC=CC=1.C(O)C.C([O-])(=O)C.[Pd+2].C([O-])(=O)C.CCCCCCC.C(OCC)(=O)C.O. The product is [CH3:45][N:46]1[C:50]([C:2]2[C:11]3[C:6](=[CH:7][CH:8]=[CH:9][CH:10]=3)[C:5]([N:12]3[CH2:17][CH2:16][CH:15]([NH:18][C:19](=[O:25])[O:20][C:21]([CH3:24])([CH3:23])[CH3:22])[CH2:14][CH2:13]3)=[N:4][N:3]=2)=[CH:49][CH:48]=[N:47]1. The yield is 0.880. (3) The reactants are [C:1]([O:4][C:5]1[C:10]([CH3:11])=[CH:9][C:8]([OH:12])=[C:7]([CH3:13])[C:6]=1[CH3:14])(=[O:3])[CH3:2].Cl[CH2:16][CH:17]=[CH:18][C:19]1[CH:24]=[CH:23][CH:22]=[CH:21][CH:20]=1.C(=O)([O-])[O-].[K+].[K+].O. The catalyst is CN(C)C=O. The product is [C:1]([O:4][C:5]1[C:10]([CH3:11])=[CH:9][C:8]([O:12][CH2:16][CH:17]=[CH:18][C:19]2[CH:24]=[CH:23][CH:22]=[CH:21][CH:20]=2)=[C:7]([CH3:13])[C:6]=1[CH3:14])(=[O:3])[CH3:2]. The yield is 0.810. (4) The reactants are [Cl:1][C:2]1[N:10](CC=C)[C:9]2[C:8](=[O:14])[NH:7][C:6](=[O:15])[N:5]([CH2:16][CH2:17][CH3:18])[C:4]=2[N:3]=1.[C:19]1([CH2:25][C:26]2[O:30][N:29]=[C:28]([CH2:31][CH2:32][CH2:33]O)[N:27]=2)[CH:24]=[CH:23][CH:22]=[CH:21][CH:20]=1.C1C=CC(P(C2C=CC=CC=2)C2C=CC=CC=2)=CC=1.C1C=CC(COC(/N=N/C(OCC2C=CC=CC=2)=O)=O)=CC=1.N1CCOCC1. The catalyst is C1COCC1.C1C=CC([P]([Pd]([P](C2C=CC=CC=2)(C2C=CC=CC=2)C2C=CC=CC=2)([P](C2C=CC=CC=2)(C2C=CC=CC=2)C2C=CC=CC=2)[P](C2C=CC=CC=2)(C2C=CC=CC=2)C2C=CC=CC=2)(C2C=CC=CC=2)C2C=CC=CC=2)=CC=1. The product is [Cl:1][C:2]1[NH:10][C:9]2[C:8](=[O:14])[N:7]([CH2:33][CH2:32][CH2:31][C:28]3[N:27]=[C:26]([CH2:25][C:19]4[CH:24]=[CH:23][CH:22]=[CH:21][CH:20]=4)[O:30][N:29]=3)[C:6](=[O:15])[N:5]([CH2:16][CH2:17][CH3:18])[C:4]=2[N:3]=1. The yield is 0.110. (5) The reactants are [CH3:1][C:2]1[NH:3][C:4](=[O:21])[CH2:5][CH:6]([C:11]2[CH:20]=[CH:19][C:18]3[C:13](=[CH:14][CH:15]=[CH:16][CH:17]=3)[CH:12]=2)[C:7]=1[C:8]([OH:10])=O.[NH2:22][C:23]1[CH:24]=[C:25]2[C:29](=[C:30]([Cl:32])[CH:31]=1)[NH:28][N:27]=[CH:26]2.C(Cl)CCl.CCN(CC)CC. The catalyst is CN(C=O)C.CCOC(C)=O.Cl. The product is [Cl:32][C:30]1[CH:31]=[C:23]([NH:22][C:8]([C:7]2[CH:6]([C:11]3[CH:20]=[CH:19][C:18]4[C:13](=[CH:14][CH:15]=[CH:16][CH:17]=4)[CH:12]=3)[CH2:5][C:4](=[O:21])[NH:3][C:2]=2[CH3:1])=[O:10])[CH:24]=[C:25]2[C:29]=1[NH:28][N:27]=[CH:26]2. The yield is 0.0300. (6) The reactants are Br[C:2]1[CH:3]=[CH:4][C:5]([O:27][CH3:28])=[C:6]([S:8]([NH:11][C@H:12]([CH2:17][C:18]2[C:26]3[C:21](=[CH:22][CH:23]=[CH:24][CH:25]=3)[NH:20][CH:19]=2)[C:13]([OH:16])([CH3:15])[CH3:14])(=[O:10])=[O:9])[CH:7]=1.[C:29]([C:31]1[CH:40]=[CH:39][C:34]([C:35]([NH:37][CH3:38])=[O:36])=[CH:33][CH:32]=1)#[CH:30].CCCC[N+](CCCC)(CCCC)CCCC.[F-].O. The product is [OH:16][C:13]([CH3:15])([CH3:14])[C@H:12]([NH:11][S:8]([C:6]1[CH:7]=[C:2]([C:30]#[C:29][C:31]2[CH:40]=[CH:39][C:34]([C:35]([NH:37][CH3:38])=[O:36])=[CH:33][CH:32]=2)[CH:3]=[CH:4][C:5]=1[O:27][CH3:28])(=[O:10])=[O:9])[CH2:17][C:18]1[C:26]2[C:21](=[CH:22][CH:23]=[CH:24][CH:25]=2)[NH:20][CH:19]=1. The yield is 0.270. The catalyst is C1COCC1.C(O)C.Cl[Pd](Cl)([P](C1C=CC=CC=1)(C1C=CC=CC=1)C1C=CC=CC=1)[P](C1C=CC=CC=1)(C1C=CC=CC=1)C1C=CC=CC=1.